From a dataset of Catalyst prediction with 721,799 reactions and 888 catalyst types from USPTO. Predict which catalyst facilitates the given reaction. (1) Reactant: [Cl:1][CH2:2][C:3]([N:5]1[C@@H:9]([CH3:10])[CH2:8][CH2:7][C@H:6]1[C:11]([NH2:13])=O)=[O:4].N1C=CN=C1.O=P(Cl)(Cl)Cl. Product: [Cl:1][CH2:2][C:3]([N:5]1[C@@H:9]([CH3:10])[CH2:8][CH2:7][C@H:6]1[C:11]#[N:13])=[O:4]. The catalyst class is: 17. (2) Reactant: [Cl:1][C:2]1[CH:3]=[CH:4][C:5]2[N:11]3[C:12]([C:15]([F:18])([F:17])[F:16])=[N:13][N:14]=[C:10]3[C@@H:9]([CH2:19][C:20]([N:22]3[CH2:27][CH2:26][CH:25]([CH2:28][C:29]([O:31]C(C)(C)C)=[O:30])[CH2:24][CH2:23]3)=[O:21])[O:8][C@H:7]([C:36]3[CH:41]=[CH:40][CH:39]=[C:38]([O:42][CH3:43])[C:37]=3[CH3:44])[C:6]=2[CH:45]=1.FC(F)(F)C(O)=O. Product: [Cl:1][C:2]1[CH:3]=[CH:4][C:5]2[N:11]3[C:12]([C:15]([F:17])([F:16])[F:18])=[N:13][N:14]=[C:10]3[C@@H:9]([CH2:19][C:20]([N:22]3[CH2:23][CH2:24][CH:25]([CH2:28][C:29]([OH:31])=[O:30])[CH2:26][CH2:27]3)=[O:21])[O:8][C@H:7]([C:36]3[CH:41]=[CH:40][CH:39]=[C:38]([O:42][CH3:43])[C:37]=3[CH3:44])[C:6]=2[CH:45]=1. The catalyst class is: 4. (3) The catalyst class is: 116. Product: [ClH:1].[Cl:1][C:2]1[CH:3]=[CH:4][C:5]([O:23][CH2:24][C:25]2[CH:30]=[CH:29][C:28]([Cl:31])=[CH:27][C:26]=2[F:32])=[C:6]([CH2:8][C:9]2[N:14]=[C:13]([NH:15][C:16](=[O:22])[O:17][C:18]([CH3:19])([CH3:20])[CH3:21])[CH:12]=[CH:11][CH:10]=2)[CH:7]=1. Reactant: [Cl:1][C:2]1[CH:3]=[CH:4][C:5]([O:23][CH2:24][C:25]2[CH:30]=[CH:29][C:28]([Cl:31])=[CH:27][C:26]=2[F:32])=[C:6]([CH2:8][C:9]2[N:14]=[C:13]([NH:15][C:16](=[O:22])[O:17][C:18]([CH3:21])([CH3:20])[CH3:19])[CH:12]=[CH:11][CH:10]=2)[CH:7]=1.Cl. (4) Reactant: [C:1]1(=[O:8])[O:7][C:5](=[O:6])[CH2:4][CH2:3][CH2:2]1.[NH2:9][C:10]1[CH:15]=[CH:14][C:13]([C:16]#[CH:17])=[CH:12][CH:11]=1. Product: [C:16]([C:13]1[CH:14]=[CH:15][C:10]([NH:9][C:5]([CH2:4][CH2:3][CH2:2][C:1]([OH:7])=[O:8])=[O:6])=[CH:11][CH:12]=1)#[CH:17]. The catalyst class is: 4. (5) Reactant: [Br:1][C:2]1[N:7]=[C:6]([C:8](=O)[CH3:9])[CH:5]=[CH:4][CH:3]=1.[Cl-].[NH4+:12].[NH3:13].[C-:14]#N.[Na+]. Product: [NH2:12][C:8]([C:6]1[CH:5]=[CH:4][CH:3]=[C:2]([Br:1])[N:7]=1)([CH3:9])[C:14]#[N:13]. The catalyst class is: 97. (6) Reactant: [CH2:1]([N:3]([CH2:27][CH3:28])[C:4](=[O:26])[C:5]1[CH:10]=[CH:9][C:8]([C:11](=[C:18]2[CH2:24][CH:23]3[NH:25][CH:20]([CH2:21][CH2:22]3)[CH2:19]2)[C:12]2[CH:17]=[CH:16][CH:15]=[CH:14][CH:13]=2)=[CH:7][CH:6]=1)[CH3:2].[CH:29](=O)[CH2:30][CH3:31].[BH-](OC(C)=O)(OC(C)=O)OC(C)=O.[Na+].[OH-].[Na+].[Cl:49]CCCl. Product: [ClH:49].[CH2:27]([N:3]([CH2:1][CH3:2])[C:4](=[O:26])[C:5]1[CH:6]=[CH:7][C:8]([C:11](=[C:18]2[CH2:24][CH:23]3[N:25]([CH2:29][CH2:30][CH3:31])[CH:20]([CH2:21][CH2:22]3)[CH2:19]2)[C:12]2[CH:17]=[CH:16][CH:15]=[CH:14][CH:13]=2)=[CH:9][CH:10]=1)[CH3:28]. The catalyst class is: 158.